From a dataset of Reaction yield outcomes from USPTO patents with 853,638 reactions. Predict the reaction yield, written as a fraction of the theoretical maximum amount of product (1.0 means a 100% yield; for example, 0.34 means a 34% yield). (1) The reactants are [N+:1]([C:4]1[CH:12]=[C:11]2[C:7]([CH2:8][CH2:9][NH:10]2)=[CH:6][CH:5]=1)([O-])=O.[C:13](O[C:13]([O:15][C:16]([CH3:19])([CH3:18])[CH3:17])=[O:14])([O:15][C:16]([CH3:19])([CH3:18])[CH3:17])=[O:14].N(N)(C)C.C. The catalyst is C(Cl)Cl. The product is [C:16]([O:15][C:13]([N:10]1[C:11]2[C:7](=[CH:6][CH:5]=[C:4]([NH2:1])[CH:12]=2)[CH2:8][CH2:9]1)=[O:14])([CH3:19])([CH3:18])[CH3:17]. The yield is 1.00. (2) The reactants are I[C:2]1[CH:7]=[CH:6][N:5]=[C:4]([N:8]2[C:16]3[CH2:15][CH2:14][CH2:13][CH2:12][C:11]=3[C:10]([C:17]([NH2:19])=[O:18])=[N:9]2)[CH:3]=1.[C:20]([C@:22]1([OH:29])[CH2:26][CH2:25][N:24]([CH3:27])[C:23]1=[O:28])#[CH:21]. No catalyst specified. The product is [OH:29][C@@:22]1([C:20]#[C:21][C:2]2[CH:7]=[CH:6][N:5]=[C:4]([N:8]3[C:16]4[CH2:15][CH2:14][CH2:13][CH2:12][C:11]=4[C:10]([C:17]([NH2:19])=[O:18])=[N:9]3)[CH:3]=2)[CH2:26][CH2:25][N:24]([CH3:27])[C:23]1=[O:28]. The yield is 0.660. (3) The reactants are [CH3:1][O:2][C:3]([N:5]1[CH2:10][CH2:9][CH:8]([C:11]2[C:12]3[CH:22]=[CH:21][C:20]([C:23]([F:26])([F:25])[F:24])=[CH:19][C:13]=3[S:14][C:15]=2C(O)=O)[CH2:7][CH2:6]1)=[O:4]. The catalyst is N1C2C(=CC=CC=2)C=CC=1.CCOC(C)=O.[Cu]. The product is [CH3:1][O:2][C:3]([N:5]1[CH2:6][CH2:7][CH:8]([C:11]2[C:12]3[CH:22]=[CH:21][C:20]([C:23]([F:26])([F:24])[F:25])=[CH:19][C:13]=3[S:14][CH:15]=2)[CH2:9][CH2:10]1)=[O:4]. The yield is 0.820.